This data is from Reaction yield outcomes from USPTO patents with 853,638 reactions. The task is: Predict the reaction yield, written as a fraction of the theoretical maximum amount of product (1.0 means a 100% yield; for example, 0.34 means a 34% yield). (1) The catalyst is C(Cl)Cl. The product is [N+:12]1([O-:9])[C:21]2[C:16](=[N:17][CH:18]=[CH:19][CH:20]=2)[CH:15]=[CH:14][CH:13]=1. The yield is 0.760. The reactants are C1C=C(Cl)C=C(C(OO)=[O:9])C=1.[N:12]1[C:21]2[C:16](=[N:17][CH:18]=[CH:19][CH:20]=2)[CH:15]=[CH:14][CH:13]=1. (2) The reactants are Br[C:2]1[CH:7]=[CH:6][C:5]([C:8]2[C:31](=[O:32])[N:30]([CH2:33][CH3:34])[C:11]3[N:12]=[C:13]([NH:16][C:17]4[CH:22]=[CH:21][C:20]([N:23]5[CH2:28][CH2:27][N:26]([CH3:29])[CH2:25][CH2:24]5)=[CH:19][CH:18]=4)[N:14]=[CH:15][C:10]=3[CH:9]=2)=[C:4]([Cl:35])[CH:3]=1.[S:36]1[CH:40]=[CH:39][CH:38]=[C:37]1B(O)O.[O-]P([O-])([O-])=O.[K+].[K+].[K+]. No catalyst specified. The product is [Cl:35][C:4]1[CH:3]=[C:2]([C:37]2[S:36][CH:40]=[CH:39][CH:38]=2)[CH:7]=[CH:6][C:5]=1[C:8]1[C:31](=[O:32])[N:30]([CH2:33][CH3:34])[C:11]2[N:12]=[C:13]([NH:16][C:17]3[CH:22]=[CH:21][C:20]([N:23]4[CH2:28][CH2:27][N:26]([CH3:29])[CH2:25][CH2:24]4)=[CH:19][CH:18]=3)[N:14]=[CH:15][C:10]=2[CH:9]=1. The yield is 1.00. (3) The reactants are [C:1]([C:3]1[C:4]([C:19]2[CH:24]=[CH:23][C:22]([Cl:25])=[CH:21][C:20]=2[Cl:26])=[C:5]([C:16]([NH2:18])=[O:17])[S:6][C:7]=1[N:8]1[CH2:13][CH2:12][O:11][CH:10]([CH2:14][OH:15])[CH2:9]1)#[N:2].CO[CH:29](OC)[N:30]([CH3:32])[CH3:31]. No catalyst specified. The product is [C:1]([C:3]1[C:4]([C:19]2[CH:24]=[CH:23][C:22]([Cl:25])=[CH:21][C:20]=2[Cl:26])=[C:5]([C:16](/[N:18]=[CH:29]/[N:30]([CH3:32])[CH3:31])=[O:17])[S:6][C:7]=1[N:8]1[CH2:13][CH2:12][O:11][CH:10]([CH2:14][OH:15])[CH2:9]1)#[N:2]. The yield is 0.990. (4) The reactants are [N+:1]([C:4]1[CH:9]=[CH:8][C:7]([S:10]([NH-:13])(=[O:12])=[O:11])=[CH:6][CH:5]=1)([O-:3])=[O:2].[OH-].[K+].[C:16](O)(=O)[CH3:17].[C:20](O)(=O)[CH3:21].[I:24][C:25]1[CH:30]=[CH:29][CH:28]=[CH:27][CH:26]=1.O.[CH3:32]O. No catalyst specified. The product is [N+:1]([C:4]1[CH:5]=[CH:6][C:7]([S:10]([N:13]=[C:17]2[CH2:16][CH2:21][CH2:20][CH2:32][I:24]2[C:25]2[CH:30]=[CH:29][CH:28]=[CH:27][CH:26]=2)(=[O:11])=[O:12])=[CH:8][CH:9]=1)([O-:3])=[O:2]. The yield is 0.840. (5) The reactants are C(OC([N:8]1[CH2:11][CH:10]([C:12]2[N:13]=[N:14][CH:15]=[CH:16][C:17]=2[N:18]2[CH2:23][CH2:22][CH:21]([C:24](C)(C)[O:25][SiH2]C(C)(C)C)[CH2:20][CH2:19]2)[CH2:9]1)=O)(C)(C)C.[ClH:33].CO. No catalyst specified. The product is [ClH:33].[NH:8]1[CH2:9][CH:10]([C:12]2[N:13]=[N:14][CH:15]=[CH:16][C:17]=2[N:18]2[CH2:19][CH2:20][CH:21]([CH2:24][OH:25])[CH2:22][CH2:23]2)[CH2:11]1. The yield is 0.980. (6) The reactants are [CH3:1][O:2][CH2:3][CH2:4][O:5][CH2:6][CH2:7][O:8][C:9]1[N:14]=[C:13]([NH2:15])[N:12]=[C:11]([NH2:16])[C:10]=1[N:17]=O.[ClH:19]. The catalyst is [Pd].C(O)C. The product is [ClH:19].[ClH:19].[CH3:1][O:2][CH2:3][CH2:4][O:5][CH2:6][CH2:7][O:8][C:9]1[N:14]=[C:13]([NH2:15])[N:12]=[C:11]([NH2:16])[C:10]=1[NH2:17]. The yield is 0.840. (7) The product is [Br:1][C:2]1[CH:3]=[C:4]([NH:8][C:9](=[O:16])[C:10]2[CH:15]=[CH:14][CH:13]=[CH:12][CH:11]=2)[CH:5]=[N:6][CH:7]=1. The yield is 0.910. The catalyst is C1COCC1. The reactants are [Br:1][C:2]1[CH:3]=[C:4]([NH2:8])[CH:5]=[N:6][CH:7]=1.[C:9](Cl)(=[O:16])[C:10]1[CH:15]=[CH:14][CH:13]=[CH:12][CH:11]=1. (8) The reactants are [CH2:1]([C:3]1[S:7][C:6]([NH2:8])=[N:5][C:4]=1[CH3:9])[CH3:2].[Cl:10][C:11]1[C:12]([CH3:21])=[C:13]([S:17](Cl)(=[O:19])=[O:18])[CH:14]=[CH:15][CH:16]=1. No catalyst specified. The product is [Cl:10][C:11]1[C:12]([CH3:21])=[C:13]([S:17]([NH:8][C:6]2[S:7][C:3]([CH2:1][CH3:2])=[C:4]([CH3:9])[N:5]=2)(=[O:19])=[O:18])[CH:14]=[CH:15][CH:16]=1. The yield is 0.250.